This data is from NCI-60 drug combinations with 297,098 pairs across 59 cell lines. The task is: Regression. Given two drug SMILES strings and cell line genomic features, predict the synergy score measuring deviation from expected non-interaction effect. (1) Synergy scores: CSS=12.9, Synergy_ZIP=-6.55, Synergy_Bliss=-9.41, Synergy_Loewe=-2.49, Synergy_HSA=-3.93. Cell line: U251. Drug 2: B(C(CC(C)C)NC(=O)C(CC1=CC=CC=C1)NC(=O)C2=NC=CN=C2)(O)O. Drug 1: COC1=C(C=C2C(=C1)N=CN=C2NC3=CC(=C(C=C3)F)Cl)OCCCN4CCOCC4. (2) Drug 2: CC1C(C(CC(O1)OC2CC(CC3=C2C(=C4C(=C3O)C(=O)C5=CC=CC=C5C4=O)O)(C(=O)C)O)N)O. Drug 1: C1C(C(OC1N2C=NC(=NC2=O)N)CO)O. Cell line: HL-60(TB). Synergy scores: CSS=37.4, Synergy_ZIP=-1.86, Synergy_Bliss=-5.96, Synergy_Loewe=-37.3, Synergy_HSA=-4.22. (3) Drug 1: CCCCCOC(=O)NC1=NC(=O)N(C=C1F)C2C(C(C(O2)C)O)O. Drug 2: CC1C(C(CC(O1)OC2CC(CC3=C2C(=C4C(=C3O)C(=O)C5=C(C4=O)C(=CC=C5)OC)O)(C(=O)CO)O)N)O.Cl. Cell line: OVCAR-8. Synergy scores: CSS=17.8, Synergy_ZIP=-3.57, Synergy_Bliss=-3.23, Synergy_Loewe=-24.8, Synergy_HSA=-2.76. (4) Drug 1: C1CN(P(=O)(OC1)NCCCl)CCCl. Drug 2: C(CCl)NC(=O)N(CCCl)N=O. Cell line: COLO 205. Synergy scores: CSS=14.3, Synergy_ZIP=-6.88, Synergy_Bliss=-6.77, Synergy_Loewe=-0.527, Synergy_HSA=-0.682. (5) Drug 1: CC(CN1CC(=O)NC(=O)C1)N2CC(=O)NC(=O)C2. Drug 2: CC=C1C(=O)NC(C(=O)OC2CC(=O)NC(C(=O)NC(CSSCCC=C2)C(=O)N1)C(C)C)C(C)C. Cell line: UACC-257. Synergy scores: CSS=66.3, Synergy_ZIP=0.965, Synergy_Bliss=2.43, Synergy_Loewe=-28.9, Synergy_HSA=3.07.